From a dataset of Reaction yield outcomes from USPTO patents with 853,638 reactions. Predict the reaction yield, written as a fraction of the theoretical maximum amount of product (1.0 means a 100% yield; for example, 0.34 means a 34% yield). (1) The reactants are [Br:1][C:2]1[NH:6][C:5]([CH3:7])=[C:4]([C:8]([O:10][CH2:11][CH3:12])=[O:9])[CH:3]=1.[H-].[Na+].C1OCCOCCOCCOCCOC1.Cl.[N:31]1[CH:36]=[CH:35][CH:34]=[C:33]([S:37](Cl)(=[O:39])=[O:38])[CH:32]=1.C(=O)([O-])O.[Na+]. The catalyst is O1CCCC1. The product is [Br:1][C:2]1[N:6]([S:37]([C:33]2[CH:32]=[N:31][CH:36]=[CH:35][CH:34]=2)(=[O:39])=[O:38])[C:5]([CH3:7])=[C:4]([C:8]([O:10][CH2:11][CH3:12])=[O:9])[CH:3]=1. The yield is 0.640. (2) The reactants are [F:1][C:2]1[CH:7]=[C:6]([I:8])[CH:5]=[CH:4][C:3]=1[NH:9][C:10]1[C:18]([C:19]([OH:21])=O)=[CH:17][CH:16]=[C:15]2[C:11]=1[CH:12]=[N:13][NH:14]2.C1C=CC2[N:30]([OH:31])N=NC=2C=1.CCN=C=N[CH2:37][CH2:38][CH2:39]N(C)C.CCN([CH:49]([CH3:51])C)C(C)C.CN(C=[O:56])C. The catalyst is C(OCC)(=O)C. The product is [O:56]1[CH2:37][CH2:38][CH:39]([O:31][NH:30][C:19]([C:18]2[C:10]([NH:9][C:3]3[CH:4]=[CH:5][C:6]([I:8])=[CH:7][C:2]=3[F:1])=[C:11]3[C:15](=[CH:16][CH:17]=2)[NH:14][N:13]=[CH:12]3)=[O:21])[CH2:51][CH2:49]1. The yield is 0.260. (3) The reactants are [BrH:1].C[O:3][C:4]1[CH:5]=[C:6]2[C:11](=[C:12]3[CH2:16][C:15]([CH3:18])([CH3:17])[O:14][C:13]=13)[C:10]([C:19]1[CH:24]=[CH:23][CH:22]=[CH:21][CH:20]=1)=[N:9][C:8]([CH3:26])([CH3:25])[CH2:7]2. No catalyst specified. The product is [BrH:1].[CH3:25][C:8]1([CH3:26])[CH2:7][C:6]2[C:11](=[C:12]3[CH2:16][C:15]([CH3:17])([CH3:18])[O:14][C:13]3=[C:4]([OH:3])[CH:5]=2)[C:10]([C:19]2[CH:20]=[CH:21][CH:22]=[CH:23][CH:24]=2)=[N:9]1. The yield is 0.770. (4) The reactants are C(OC([NH:8][C@H:9]([CH2:37][CH:38]([CH3:40])[CH3:39])[C:10]([NH:12][C:13]1[CH:18]=[CH:17][C:16]([C:19]2[CH:24]=[CH:23][N:22]=[CH:21][CH:20]=2)=[CH:15][C:14]=1[C:25]1[CH:26]=[N:27][N:28](C(OC(C)(C)C)=O)[CH:29]=1)=[O:11])=O)(C)(C)C.[C:41]([OH:47])([C:43]([F:46])([F:45])[F:44])=[O:42]. The catalyst is CO.O.CC#N. The product is [C:41]([OH:47])([C:43]([F:46])([F:45])[F:44])=[O:42].[NH:27]1[CH:26]=[C:25]([C:14]2[CH:15]=[C:16]([C:19]3[CH:20]=[CH:21][N:22]=[CH:23][CH:24]=3)[CH:17]=[CH:18][C:13]=2[NH:12][C:10](=[O:11])[C@H:9]([NH2:8])[CH2:37][CH:38]([CH3:39])[CH3:40])[CH:29]=[N:28]1. The yield is 0.000500. (5) The reactants are [F:1][C:2]1[CH:28]=[C:27]([F:29])[CH:26]=[CH:25][C:3]=1[CH2:4][N:5]1[CH2:10][CH2:9][N:8]([C:11]2[N:12]=[C:13]3[CH2:24][CH2:23][NH:22][CH2:21][C:14]3=[N:15][C:16]=2[NH:17][CH:18]([CH3:20])[CH3:19])[CH2:7][CH2:6]1.CCN(C(C)C)C(C)C.[CH3:39][S:40](Cl)(=[O:42])=[O:41]. The catalyst is C(Cl)Cl. The product is [F:1][C:2]1[CH:28]=[C:27]([F:29])[CH:26]=[CH:25][C:3]=1[CH2:4][N:5]1[CH2:10][CH2:9][N:8]([C:11]2[N:12]=[C:13]3[CH2:24][CH2:23][N:22]([S:40]([CH3:39])(=[O:42])=[O:41])[CH2:21][C:14]3=[N:15][C:16]=2[NH:17][CH:18]([CH3:20])[CH3:19])[CH2:7][CH2:6]1. The yield is 0.850.